Dataset: Forward reaction prediction with 1.9M reactions from USPTO patents (1976-2016). Task: Predict the product of the given reaction. (1) The product is: [ClH:34].[F:32][C:2]([F:1])([F:33])[C:3]1[N:8]=[CH:7][C:6]([C:9]2[N:14]=[CH:13][N:12]=[C:11]([CH2:15][NH:16][C:17]([C@@H:19]3[CH2:24][CH:23]4[CH:21]([CH2:22]4)[NH:20]3)=[O:18])[CH:10]=2)=[CH:5][CH:4]=1. Given the reactants [F:1][C:2]([F:33])([F:32])[C:3]1[N:8]=[CH:7][C:6]([C:9]2[N:14]=[CH:13][N:12]=[C:11]([CH2:15][NH:16][C:17]([C@@H:19]3[CH2:24][CH:23]4[CH:21]([CH2:22]4)[N:20]3C(OC(C)(C)C)=O)=[O:18])[CH:10]=2)=[CH:5][CH:4]=1.[ClH:34], predict the reaction product. (2) Given the reactants [NH2:1][C:2]1[C:3]2[CH:10]=[CH:9][N:8]([C@@H:11]3[O:17][C@H:16]([CH2:18][OH:19])[C@@H:14]([OH:15])[C@@:12]3([CH3:20])[OH:13])[C:4]=2[N:5]=[CH:6][N:7]=1.[Cl:21]N1C(=O)CCC1=O, predict the reaction product. The product is: [NH2:1][C:2]1[C:3]2[C:10]([Cl:21])=[CH:9][N:8]([C@@H:11]3[O:17][C@H:16]([CH2:18][OH:19])[C@@H:14]([OH:15])[C@@:12]3([CH3:20])[OH:13])[C:4]=2[N:5]=[CH:6][N:7]=1. (3) Given the reactants CO.[CH:3]1([C:9]2[C:17]3[C:16](=[O:18])[NH:15][C:14]([C:19]4[CH:24]=[CH:23][C:22]([N:25](S(C)(=O)=O)[S:26]([CH3:29])(=[O:28])=[O:27])=[CH:21][C:20]=4[O:34][CH3:35])=[N:13][C:12]=3[N:11]([CH3:36])[N:10]=2)[CH2:8][CH2:7][CH2:6][CH2:5][CH2:4]1.[OH-].[Na+], predict the reaction product. The product is: [CH:3]1([C:9]2[C:17]3[C:16](=[O:18])[NH:15][C:14]([C:19]4[CH:24]=[CH:23][C:22]([NH:25][S:26]([CH3:29])(=[O:27])=[O:28])=[CH:21][C:20]=4[O:34][CH3:35])=[N:13][C:12]=3[N:11]([CH3:36])[N:10]=2)[CH2:4][CH2:5][CH2:6][CH2:7][CH2:8]1. (4) Given the reactants [Br:1][C:2]1[CH:7]=[CH:6][C:5]([S:8][CH:9]([CH2:15][C:16]2([CH3:19])[CH2:18][CH2:17]2)[C:10]([O:12]CC)=[O:11])=[CH:4][CH:3]=1.[Li+].[OH-], predict the reaction product. The product is: [Br:1][C:2]1[CH:7]=[CH:6][C:5]([S:8][CH:9]([CH2:15][C:16]2([CH3:19])[CH2:17][CH2:18]2)[C:10]([OH:12])=[O:11])=[CH:4][CH:3]=1. (5) Given the reactants [CH3:1][O:2][C:3]1[CH:8]=[CH:7][C:6]([C:9]2[CH2:10][CH2:11][O:12][CH2:13][CH:14]=2)=[CH:5][C:4]=1[N+:15]([O-])=O, predict the reaction product. The product is: [CH3:1][O:2][C:3]1[CH:8]=[CH:7][C:6]([CH:9]2[CH2:14][CH2:13][O:12][CH2:11][CH2:10]2)=[CH:5][C:4]=1[NH2:15].